Dataset: Full USPTO retrosynthesis dataset with 1.9M reactions from patents (1976-2016). Task: Predict the reactants needed to synthesize the given product. Given the product [CH3:24][O:1][C:2]1[CH:3]=[CH:4][C:5]([N:8]2[CH2:13][CH2:12][N:11]([C:14]([O:16][CH2:17][C:18]3[CH:19]=[CH:20][CH:21]=[CH:22][CH:23]=3)=[O:15])[CH2:10][CH2:9]2)=[N:6][CH:7]=1, predict the reactants needed to synthesize it. The reactants are: [OH:1][C:2]1[CH:3]=[CH:4][C:5]([N:8]2[CH2:13][CH2:12][N:11]([C:14]([O:16][CH2:17][C:18]3[CH:23]=[CH:22][CH:21]=[CH:20][CH:19]=3)=[O:15])[CH2:10][CH2:9]2)=[N:6][CH:7]=1.[C:24]([O-])([O-])=O.[K+].[K+].IC.